From a dataset of Reaction yield outcomes from USPTO patents with 853,638 reactions. Predict the reaction yield, written as a fraction of the theoretical maximum amount of product (1.0 means a 100% yield; for example, 0.34 means a 34% yield). (1) The reactants are [OH:1][C:2]1[CH:7]=[C:6]([CH3:8])[C:5]([NH:9][CH:10]=[O:11])=[C:4]([CH3:12])[C:3]=1[CH3:13].[H-].[Na+].Br[CH2:17][C:18]([CH3:29])=[CH:19][C:20]1[CH:25]=[CH:24][C:23]([CH:26]([CH3:28])[CH3:27])=[CH:22][CH:21]=1.O. The catalyst is CN(C)C=O. The product is [CH:26]([C:23]1[CH:22]=[CH:21][C:20]([CH:19]=[C:18]([CH3:29])[CH2:17][O:1][C:2]2[CH:7]=[C:6]([CH3:8])[C:5]([NH:9][CH:10]=[O:11])=[C:4]([CH3:12])[C:3]=2[CH3:13])=[CH:25][CH:24]=1)([CH3:28])[CH3:27]. The yield is 0.630. (2) The reactants are C([O:3][CH2:4][CH2:5][CH2:6][N:7]1[C:12](=[O:13])[C:11]2[C:14]([CH2:29][C:30]3[CH:31]=[N:32][C:33]([C:36]([F:39])([F:38])[F:37])=[CH:34][CH:35]=3)=[C:15]([O:18][C:19]3[CH:24]=[CH:23][CH:22]=[C:21]([C:25]([F:28])([F:27])[F:26])[CH:20]=3)[CH:16]=[N:17][C:10]=2[N:9]([CH3:40])[C:8]1=[O:41])=O.O[Li].O. The catalyst is C1COCC1.O.CC(=O)OCC. The product is [OH:3][CH2:4][CH2:5][CH2:6][N:7]1[C:12](=[O:13])[C:11]2[C:14]([CH2:29][C:30]3[CH:31]=[N:32][C:33]([C:36]([F:39])([F:38])[F:37])=[CH:34][CH:35]=3)=[C:15]([O:18][C:19]3[CH:24]=[CH:23][CH:22]=[C:21]([C:25]([F:26])([F:27])[F:28])[CH:20]=3)[CH:16]=[N:17][C:10]=2[N:9]([CH3:40])[C:8]1=[O:41]. The yield is 0.390. (3) The reactants are C(N(CC)C(C)C)(C)C.[C:10]([O:14][C:15]([N:17]1[CH2:22][CH2:21][C:20]([NH2:26])([C:23](=[O:25])[NH2:24])[CH2:19][CH2:18]1)=[O:16])([CH3:13])([CH3:12])[CH3:11].[C:27](Cl)(Cl)=[S:28].C(O)(=O)CC(CC(O)=O)(C(O)=O)O. The catalyst is C1COCC1. The product is [C:10]([O:14][C:15]([N:17]1[CH2:18][CH2:19][C:20]2([NH:26][C:27](=[S:28])[NH:24][C:23]2=[O:25])[CH2:21][CH2:22]1)=[O:16])([CH3:13])([CH3:11])[CH3:12]. The yield is 0.810. (4) The reactants are [OH:1][CH2:2][CH2:3][N:4]1[C:8]([CH3:9])=[CH:7][C:6]([C:10]([O:12][CH2:13][CH3:14])=[O:11])=[N:5]1.C(N(CC)CC)C.[Si:22](Cl)([C:25]([CH3:28])([CH3:27])[CH3:26])([CH3:24])[CH3:23]. The catalyst is ClCCl. The product is [Si:22]([O:1][CH2:2][CH2:3][N:4]1[C:8]([CH3:9])=[CH:7][C:6]([C:10]([O:12][CH2:13][CH3:14])=[O:11])=[N:5]1)([C:25]([CH3:28])([CH3:27])[CH3:26])([CH3:24])[CH3:23]. The yield is 1.00.